This data is from Forward reaction prediction with 1.9M reactions from USPTO patents (1976-2016). The task is: Predict the product of the given reaction. (1) Given the reactants [N+:1]([C:4]1[C:9](C(OCC2C=CC=CC=2)C([O-])=O)=[C:8]([O:22][CH3:23])[C:7]([O:24][CH3:25])=[C:6]([O:26][CH3:27])[CH:5]=1)([O-])=O, predict the reaction product. The product is: [OH:24][CH2:7][C:8]1[O:22][C:9]2[C:8]([O:22][CH3:23])=[C:7]([O:24][CH3:25])[C:6]([O:26][CH3:27])=[CH:5][C:4]=2[N:1]=1. (2) Given the reactants [I:1][C:2]1[CH:3]=[C:4]([CH2:8][CH2:9][CH2:10][CH2:11][OH:12])[CH:5]=[CH:6][CH:7]=1.C(NC(C)C)(C)C.[CH3:20][S:21](Cl)(=[O:23])=[O:22], predict the reaction product. The product is: [CH3:20][S:21]([O:12][CH2:11][CH2:10][CH2:9][CH2:8][C:4]1[CH:5]=[CH:6][CH:7]=[C:2]([I:1])[CH:3]=1)(=[O:23])=[O:22]. (3) Given the reactants [NH2:1][C:2]1[C:11]([NH2:12])=[CH:10][C:9]([Br:13])=[CH:8][C:3]=1[C:4]([O:6][CH3:7])=[O:5].O1CCO[CH:16](O)[CH:15]1O, predict the reaction product. The product is: [Br:13][C:9]1[CH:8]=[C:3]([C:4]([O:6][CH3:7])=[O:5])[C:2]2[N:1]=[CH:15][CH:16]=[N:12][C:11]=2[CH:10]=1. (4) Given the reactants [C:1]([C:3]1[CH:4]=[C:5]([CH2:14][O:15][C:16]2[CH:21]=[CH:20][C:19]([CH2:22][CH2:23][C:24]([O:26]CC)=[O:25])=[C:18]([CH3:29])[C:17]=2[CH3:30])[C:6]2[O:10][C:9]([CH2:11][CH3:12])=[CH:8][C:7]=2[CH:13]=1)#[N:2].[OH-].[Na+], predict the reaction product. The product is: [C:1]([C:3]1[CH:4]=[C:5]([CH2:14][O:15][C:16]2[CH:21]=[CH:20][C:19]([CH2:22][CH2:23][C:24]([OH:26])=[O:25])=[C:18]([CH3:29])[C:17]=2[CH3:30])[C:6]2[O:10][C:9]([CH2:11][CH3:12])=[CH:8][C:7]=2[CH:13]=1)#[N:2]. (5) Given the reactants C([C:3]1[C:23]([C:24]2[CH:25]=[N:26][C:27]([N:30]3[CH2:35][CH2:34][NH:33][CH2:32][CH2:31]3)=[CH:28][CH:29]=2)=[CH:22][C:6]([C:7]([NH:9][CH2:10][C:11]2[C:12](=[O:21])[NH:13][C:14]([CH3:20])=[CH:15][C:16]=2[CH:17]([CH3:19])[CH3:18])=[O:8])=[C:5]([CH3:36])[C:4]=1[NH:37][CH:38]1[CH2:43][CH2:42][O:41][CH2:40][CH2:39]1)C.[CH3:44][N:45]1[CH2:50][CH2:49][C:48](=O)[CH2:47][CH2:46]1.[C:52](O)(=O)[CH3:53].C(O[BH-](OC(=O)C)OC(=O)C)(=O)C.[Na+], predict the reaction product. The product is: [CH2:52]([N:37]([CH:38]1[CH2:39][CH2:40][O:41][CH2:42][CH2:43]1)[C:4]1[C:5]([CH3:36])=[C:6]([CH:22]=[C:23]([C:24]2[CH:25]=[N:26][C:27]([N:30]3[CH2:35][CH2:34][N:33]([CH:48]4[CH2:49][CH2:50][N:45]([CH3:44])[CH2:46][CH2:47]4)[CH2:32][CH2:31]3)=[CH:28][CH:29]=2)[CH:3]=1)[C:7]([NH:9][CH2:10][C:11]1[C:12](=[O:21])[NH:13][C:14]([CH3:20])=[CH:15][C:16]=1[CH:17]([CH3:19])[CH3:18])=[O:8])[CH3:53].